This data is from NCI-60 drug combinations with 297,098 pairs across 59 cell lines. The task is: Regression. Given two drug SMILES strings and cell line genomic features, predict the synergy score measuring deviation from expected non-interaction effect. (1) Drug 1: CC12CCC(CC1=CCC3C2CCC4(C3CC=C4C5=CN=CC=C5)C)O. Drug 2: CN1C2=C(C=C(C=C2)N(CCCl)CCCl)N=C1CCCC(=O)O.Cl. Cell line: COLO 205. Synergy scores: CSS=-0.806, Synergy_ZIP=2.47, Synergy_Bliss=1.97, Synergy_Loewe=-8.06, Synergy_HSA=-6.50. (2) Drug 1: CNC(=O)C1=NC=CC(=C1)OC2=CC=C(C=C2)NC(=O)NC3=CC(=C(C=C3)Cl)C(F)(F)F. Drug 2: COC1=C2C(=CC3=C1OC=C3)C=CC(=O)O2. Cell line: A498. Synergy scores: CSS=-5.23, Synergy_ZIP=1.10, Synergy_Bliss=-4.43, Synergy_Loewe=-10.5, Synergy_HSA=-10.2. (3) Drug 1: CCC1(CC2CC(C3=C(CCN(C2)C1)C4=CC=CC=C4N3)(C5=C(C=C6C(=C5)C78CCN9C7C(C=CC9)(C(C(C8N6C=O)(C(=O)OC)O)OC(=O)C)CC)OC)C(=O)OC)O.OS(=O)(=O)O. Drug 2: CC(C)CN1C=NC2=C1C3=CC=CC=C3N=C2N. Cell line: SF-268. Synergy scores: CSS=-2.82, Synergy_ZIP=-1.62, Synergy_Bliss=-4.15, Synergy_Loewe=-7.39, Synergy_HSA=-5.56. (4) Drug 1: CCCCCOC(=O)NC1=NC(=O)N(C=C1F)C2C(C(C(O2)C)O)O. Drug 2: CC1C(C(CC(O1)OC2CC(CC3=C2C(=C4C(=C3O)C(=O)C5=CC=CC=C5C4=O)O)(C(=O)C)O)N)O. Cell line: NCIH23. Synergy scores: CSS=29.4, Synergy_ZIP=-1.84, Synergy_Bliss=-4.42, Synergy_Loewe=-46.9, Synergy_HSA=-5.07.